Dataset: Full USPTO retrosynthesis dataset with 1.9M reactions from patents (1976-2016). Task: Predict the reactants needed to synthesize the given product. Given the product [CH3:37][O:36][C:31]1[C:32]([O:34][CH3:35])=[CH:33][C:24]2[N:23]=[CH:22][C@@H:21]3[CH2:20][C:19]([C:10]4[CH:11]=[CH:12][C:13]5[C:18](=[CH:17][CH:16]=[CH:15][CH:14]=5)[CH:9]=4)=[CH:28][N:27]3[C:26](=[O:29])[C:25]=2[CH:30]=1, predict the reactants needed to synthesize it. The reactants are: [BH4-].[BH4-].[BH4-].[BH4-].[Na+].[Na+].[Na+].[Na+].[CH:9]1[C:18]2[C:13](=[CH:14][CH:15]=[CH:16][CH:17]=2)[CH:12]=[CH:11][C:10]=1[C:19]1[CH2:20][CH:21]2[N:27]([CH:28]=1)[C:26](=[O:29])[C:25]1[CH:30]=[C:31]([O:36][CH3:37])[C:32]([O:34][CH3:35])=[CH:33][C:24]=1[N:23](COCC[Si](C)(C)C)[CH2:22]2.C(O)C.C1COCC1.